Predict the product of the given reaction. From a dataset of Forward reaction prediction with 1.9M reactions from USPTO patents (1976-2016). (1) Given the reactants Br[CH2:2][CH2:3][CH2:4][O:5][C:6]1[CH:11]=[CH:10][C:9]([C:12]2([C:18]#[N:19])[CH2:17][CH2:16][CH2:15][CH2:14][CH2:13]2)=[CH:8][CH:7]=1.[NH:20]1[CH2:25][CH2:24][CH2:23][CH2:22][CH2:21]1.C(=O)([O-])[O-].[Na+].[Na+].C(O)CCC, predict the reaction product. The product is: [N:20]1([CH2:2][CH2:3][CH2:4][O:5][C:6]2[CH:11]=[CH:10][C:9]([C:12]3([C:18]#[N:19])[CH2:17][CH2:16][CH2:15][CH2:14][CH2:13]3)=[CH:8][CH:7]=2)[CH2:25][CH2:24][CH2:23][CH2:22][CH2:21]1. (2) Given the reactants [N+:1]([C:4]1[CH:9]=[CH:8][CH:7]=[CH:6][C:5]=1[OH:10])([O-:3])=[O:2].Br[CH2:12][CH2:13][CH2:14][Cl:15].C(=O)([O-])[O-].[K+].[K+].[I-].[K+], predict the reaction product. The product is: [Cl:15][CH2:14][CH2:13][CH2:12][O:10][C:5]1[CH:6]=[CH:7][CH:8]=[CH:9][C:4]=1[N+:1]([O-:3])=[O:2]. (3) Given the reactants [F:1][C:2]1[C:3]([O:49]C)=[CH:4][C:5]([CH2:44][C:45]([F:48])([F:47])[F:46])=[C:6]([C:8]2[N:13]=[C:12]3[NH:14][N:15]=[C:16]([C:17]4[NH:21][C:20]([CH:22]5[CH2:27][CH2:26][NH:25][CH2:24][CH2:23]5)=[N:19][N:18]=4)[C:11]3=[C:10]([NH:28][CH2:29][C:30]3[CH:35]=[C:34]([O:36]C)[CH:33]=[CH:32][C:31]=3[N:38]([CH3:43])[S:39]([CH3:42])(=[O:41])=[O:40])[N:9]=2)[CH:7]=1.C(N(CC)CC)C.C[Si]([N:62]=[C:63]=[O:64])(C)C.B(Br)(Br)Br, predict the reaction product. The product is: [F:1][C:2]1[C:3]([OH:49])=[CH:4][C:5]([CH2:44][C:45]([F:46])([F:47])[F:48])=[C:6]([C:8]2[N:13]=[C:12]3[NH:14][N:15]=[C:16]([C:17]4[NH:21][C:20]([CH:22]5[CH2:23][CH2:24][N:25]([C:63]([NH2:62])=[O:64])[CH2:26][CH2:27]5)=[N:19][N:18]=4)[C:11]3=[C:10]([NH:28][CH2:29][C:30]3[CH:35]=[C:34]([OH:36])[CH:33]=[CH:32][C:31]=3[N:38]([CH3:43])[S:39]([CH3:42])(=[O:40])=[O:41])[N:9]=2)[CH:7]=1. (4) Given the reactants [Br:1][C:2]1[CH:3]=[C:4]([C:7](=O)[CH2:8][C:9]2[CH:26]=[CH:25][CH:24]=[C:23]([Cl:27])[C:10]=2[C:11]([NH:13][CH2:14][C:15]2[CH:20]=[CH:19][C:18]([F:21])=[CH:17][C:16]=2[F:22])=[O:12])[O:5][CH:6]=1.O.C1(C)C=CC(S(O)(=O)=O)=CC=1.CCN(CC)CC, predict the reaction product. The product is: [Br:1][C:2]1[CH:3]=[C:4]([C:7]2[N:13]([CH2:14][C:15]3[CH:20]=[CH:19][C:18]([F:21])=[CH:17][C:16]=3[F:22])[C:11](=[O:12])[C:10]3[C:9]([CH:8]=2)=[CH:26][CH:25]=[CH:24][C:23]=3[Cl:27])[O:5][CH:6]=1. (5) Given the reactants [NH2:1][CH2:2][C@@H:3]1[C@@H:11]([C@@:12]2([CH3:21])[CH2:17][CH2:16][C@H:15]([OH:18])[CH2:14][C@@H:13]2[CH2:19][OH:20])[CH2:10][CH2:9][C@@:8]2([CH3:22])[C@H:4]1[CH2:5][CH2:6][C:7]2=[CH2:23].C1CN([P+](ON2N=NC3C=CC=CC2=3)(N2CCCC2)N2CCCC2)CC1.F[P-](F)(F)(F)(F)F.[CH3:57][O:58][C:59]1[CH:67]=[CH:66][C:62]([C:63](O)=[O:64])=[CH:61][CH:60]=1.CCN(C(C)C)C(C)C, predict the reaction product. The product is: [OH:18][C@H:15]1[CH2:16][CH2:17][C@@:12]([C@H:11]2[CH2:10][CH2:9][C@@:8]3([CH3:22])[C@@H:4]([CH2:5][CH2:6][C:7]3=[CH2:23])[C@@H:3]2[CH2:2][NH:1][C:63](=[O:64])[C:62]2[CH:66]=[CH:67][C:59]([O:58][CH3:57])=[CH:60][CH:61]=2)([CH3:21])[C@@H:13]([CH2:19][OH:20])[CH2:14]1. (6) Given the reactants [Cl:1][C:2]1[CH:7]=[CH:6][C:5]([C:8]2[CH:9]=[N:10][CH:11]=[C:12]3[C:17]=2[N:16]=[C:15]([C:18]([OH:20])=O)[CH:14]=[CH:13]3)=[CH:4][CH:3]=1.C(N1C=CN=C1)([N:23]1C=CN=C1)=O.[OH-].[NH4+], predict the reaction product. The product is: [Cl:1][C:2]1[CH:3]=[CH:4][C:5]([C:8]2[CH:9]=[N:10][CH:11]=[C:12]3[C:17]=2[N:16]=[C:15]([C:18]([NH2:23])=[O:20])[CH:14]=[CH:13]3)=[CH:6][CH:7]=1. (7) Given the reactants [NH2:1][C:2]1[CH:3]=[C:4](C2C=C3N=CNC3=NC=2)[C:5]([F:12])=[C:6]([C:10]=1[F:11])[C:7]([NH2:9])=[O:8].[CH:22]1([S:25](Cl)(=[O:27])=[O:26])[CH2:24][CH2:23]1.C([N:32]([CH:35]([CH3:37])C)[CH2:33][CH3:34])(C)C, predict the reaction product. The product is: [CH:22]1([S:25]([NH:1][C:2]2[C:10]([F:11])=[C:6]([C:5]([F:12])=[CH:4][CH:3]=2)[C:7]([NH:9][C:10]2[CH:6]=[C:37]3[CH:34]=[CH:33][NH:32][C:35]3=[N:1][CH:2]=2)=[O:8])(=[O:27])=[O:26])[CH2:24][CH2:23]1. (8) Given the reactants [F:1][C:2]1[C:3]2[N:4]([CH:12]=[CH:13][N:14]=2)[CH:5]=[CH:6][C:7]=1[C:8]([OH:11])([CH3:10])[CH3:9].Br[C:16]1[CH:17]=[CH:18][C:19]([F:30])=[C:20]([CH:29]=1)[O:21][CH2:22][C:23]1[N:24]([CH3:28])[N:25]=[CH:26][N:27]=1, predict the reaction product. The product is: [F:1][C:2]1[C:3]2[N:4]([C:12]([C:16]3[CH:17]=[CH:18][C:19]([F:30])=[C:20]([O:21][CH2:22][C:23]4[N:24]([CH3:28])[N:25]=[CH:26][N:27]=4)[CH:29]=3)=[CH:13][N:14]=2)[CH:5]=[CH:6][C:7]=1[C:8]([OH:11])([CH3:10])[CH3:9]. (9) Given the reactants C([O:8][CH2:9][C@H:10]([NH:22][C:23](=[O:40])[C@@H:24]([NH:30][C:31]1[O:32][C:33]2[CH:39]=[CH:38][CH:37]=[CH:36][C:34]=2[N:35]=1)[CH2:25][C:26]([CH3:29])([CH3:28])[CH3:27])[CH2:11][N:12]1[C:20]2[C:15](=[CH:16][C:17]([F:21])=[CH:18][CH:19]=2)[CH2:14][CH2:13]1)C1C=CC=CC=1.Cl.[H][H], predict the reaction product. The product is: [F:21][C:17]1[CH:16]=[C:15]2[C:20](=[CH:19][CH:18]=1)[N:12]([CH2:11][C@@H:10]([NH:22][C:23](=[O:40])[C@@H:24]([NH:30][C:31]1[O:32][C:33]3[CH:39]=[CH:38][CH:37]=[CH:36][C:34]=3[N:35]=1)[CH2:25][C:26]([CH3:29])([CH3:28])[CH3:27])[CH2:9][OH:8])[CH2:13][CH2:14]2.